From a dataset of Catalyst prediction with 721,799 reactions and 888 catalyst types from USPTO. Predict which catalyst facilitates the given reaction. Reactant: CC(OI1(OC(C)=O)(OC(C)=O)OC(=O)C2C=CC=CC1=2)=O.[C:23]([O:27][C:28]([N:30]1[CH2:35][C@H:34]2[C@H:32]([CH2:33]2)[C@H:31]1[CH2:36][OH:37])=[O:29])([CH3:26])([CH3:25])[CH3:24].C([O-])(O)=O.[Na+]. Product: [C:23]([O:27][C:28]([N:30]1[CH2:35][C@H:34]2[C@H:32]([CH2:33]2)[C@H:31]1[CH:36]=[O:37])=[O:29])([CH3:26])([CH3:25])[CH3:24]. The catalyst class is: 2.